Dataset: Experimentally validated miRNA-target interactions with 360,000+ pairs, plus equal number of negative samples. Task: Binary Classification. Given a miRNA mature sequence and a target amino acid sequence, predict their likelihood of interaction. The miRNA is hsa-miR-4793-3p with sequence UCUGCACUGUGAGUUGGCUGGCU. The protein sequence of the target gene is MADEIDFTTGDAGASSTYPMQCSALRKNGFVVLKGRPCKIVEMSTSKTGKHGHAKVHLVGIDIFTGKKYEDICPSTHNMDVPNIKRNDYQLICIQDGYLSLLTETGEVREDLKLPEGELGKEIEGKYNAGEDVQVSVMCAMSEEYAVAIKPCK. Result: 1 (interaction).